From a dataset of Reaction yield outcomes from USPTO patents with 853,638 reactions. Predict the reaction yield, written as a fraction of the theoretical maximum amount of product (1.0 means a 100% yield; for example, 0.34 means a 34% yield). (1) The reactants are [NH:1]1[CH2:6][CH2:5][NH:4][CH2:3][CH2:2]1.[C:7]([NH:10][C:11]1[N:12]=[C:13](C2N=CNN=2)[C:14]2[N:20]=[C:19]([C:21]3[CH:26]=[CH:25][C:24]([O:27][CH3:28])=[C:23]([O:29][CH3:30])[CH:22]=3)[CH:18]=[CH:17][C:15]=2[N:16]=1)(=[O:9])[CH3:8]. The catalyst is O1CCOCC1. The product is [C:7]([NH:10][C:11]1[N:12]=[C:13]([N:1]2[CH2:6][CH2:5][NH:4][CH2:3][CH2:2]2)[C:14]2[N:20]=[C:19]([C:21]3[CH:26]=[CH:25][C:24]([O:27][CH3:28])=[C:23]([O:29][CH3:30])[CH:22]=3)[CH:18]=[CH:17][C:15]=2[N:16]=1)(=[O:9])[CH3:8]. The yield is 0.790. (2) The reactants are [C:1]([C:5]1[C:6]([OH:17])=[C:7]([CH:10]=[C:11]([C:13]([CH3:16])([CH3:15])[CH3:14])[CH:12]=1)[CH:8]=O)([CH3:4])([CH3:3])[CH3:2].[C:18]([NH:21][NH2:22])([NH2:20])=[NH:19].Cl. No catalyst specified. The product is [C:1]([C:5]1[C:6]([OH:17])=[C:7]([CH:10]=[C:11]([C:13]([CH3:16])([CH3:15])[CH3:14])[CH:12]=1)[CH:8]=[N:22][NH:21][C:18]([NH2:20])=[NH:19])([CH3:4])([CH3:3])[CH3:2]. The yield is 0.860. (3) The reactants are C(O)(C(F)(F)F)=O.[F:8][C:9]([F:48])([F:47])[C:10]1[N:14]2[N:15]=[C:16]([N:19]3[CH2:24][CH2:23][CH:22]([C:25]4[CH:46]=[CH:45][C:28]([O:29][CH2:30][CH2:31][N:32]5[CH2:37][CH2:36][N:35](C(OC(C)(C)C)=O)[CH2:34][CH2:33]5)=[CH:27][CH:26]=4)[CH2:21][CH2:20]3)[CH2:17][CH2:18][C:13]2=[N:12][N:11]=1. The catalyst is C(Cl)Cl. The product is [N:32]1([CH2:31][CH2:30][O:29][C:28]2[CH:45]=[CH:46][C:25]([CH:22]3[CH2:23][CH2:24][N:19]([C:16]4[CH2:17][CH2:18][C:13]5[N:14]([C:10]([C:9]([F:47])([F:48])[F:8])=[N:11][N:12]=5)[N:15]=4)[CH2:20][CH2:21]3)=[CH:26][CH:27]=2)[CH2:33][CH2:34][NH:35][CH2:36][CH2:37]1. The yield is 0.990. (4) The reactants are Br[C:2]1[N:3]=[C:4]([CH:7]([O:20][Si:21]([C:24]([CH3:27])([CH3:26])[CH3:25])([CH3:23])[CH3:22])[CH2:8][CH2:9][CH2:10][CH2:11][CH2:12][CH2:13][C:14]2[CH:19]=[CH:18][CH:17]=[CH:16][CH:15]=2)[O:5][CH:6]=1.C([Sn](CCCC)(CCCC)[C:33]1[CH:38]=[CH:37][CH:36]=[CH:35][N:34]=1)CCC. No catalyst specified. The product is [Si:21]([O:20][CH:7]([C:4]1[O:5][CH:6]=[C:2]([C:33]2[CH:38]=[CH:37][CH:36]=[CH:35][N:34]=2)[N:3]=1)[CH2:8][CH2:9][CH2:10][CH2:11][CH2:12][CH2:13][C:14]1[CH:19]=[CH:18][CH:17]=[CH:16][CH:15]=1)([C:24]([CH3:27])([CH3:26])[CH3:25])([CH3:23])[CH3:22]. The yield is 0.830. (5) The reactants are Cl[C:2]1[N:7]2[N:8]=[C:9]([CH3:11])[CH:10]=[C:6]2[N:5]=[C:4]([NH:12][C:13](=[O:24])[C:14]2[CH:19]=[CH:18][C:17]([C:20]([OH:23])([CH3:22])[CH3:21])=[CH:16][CH:15]=2)[CH:3]=1.[NH:25]1[CH2:30][CH2:29][CH2:28][CH2:27][CH2:26]1. The catalyst is CN(C=O)C.CS(C)=O.CO. The product is [OH:23][C:20]([C:17]1[CH:18]=[CH:19][C:14]([C:13]([NH:12][C:4]2[CH:3]=[C:2]([N:25]3[CH2:30][CH2:29][CH2:28][CH2:27][CH2:26]3)[N:7]3[N:8]=[C:9]([CH3:11])[CH:10]=[C:6]3[N:5]=2)=[O:24])=[CH:15][CH:16]=1)([CH3:22])[CH3:21]. The yield is 0.520. (6) The reactants are [F:1][C:2]1[CH:7]=[CH:6][C:5]([CH:8]=[CH:9][C:10]([OH:12])=[O:11])=[CH:4][C:3]=1[O:13][CH3:14].[H][H]. The catalyst is C(OCC)(=O)C.CO.[Pd]. The product is [F:1][C:2]1[CH:7]=[CH:6][C:5]([CH2:8][CH2:9][C:10]([OH:12])=[O:11])=[CH:4][C:3]=1[O:13][CH3:14]. The yield is 0.990. (7) The reactants are C1(C)C=CC(S(O[CH2:11][C:12]23[CH2:19][CH2:18][C:15]([C:20]4[CH:25]=[CH:24][CH:23]=[CH:22][CH:21]=4)([CH2:16][CH2:17]2)[CH2:14][CH2:13]3)(=O)=O)=CC=1.[C-:27]#[N:28].[Na+].O. The catalyst is CS(C)=O. The product is [C:20]1([C:15]23[CH2:18][CH2:19][C:12]([CH2:11][C:27]#[N:28])([CH2:17][CH2:16]2)[CH2:13][CH2:14]3)[CH:25]=[CH:24][CH:23]=[CH:22][CH:21]=1. The yield is 0.930. (8) The catalyst is C(O)CC. The yield is 0.449. The reactants are [CH2:1]([N:8]([CH2:21][CH2:22][CH:23]([OH:29])[CH:24](OC)[O:25]C)[S:9]([C:12]1[CH:17]=[CH:16][CH:15]=[CH:14][C:13]=1[N+:18]([O-:20])=[O:19])(=[O:11])=[O:10])[C:2]1[CH:7]=[CH:6][CH:5]=[CH:4][CH:3]=1.Cl. The product is [CH2:1]([N:8]([CH2:21][CH2:22][C:23](=[O:29])[CH2:24][OH:25])[S:9]([C:12]1[CH:17]=[CH:16][CH:15]=[CH:14][C:13]=1[N+:18]([O-:20])=[O:19])(=[O:10])=[O:11])[C:2]1[CH:3]=[CH:4][CH:5]=[CH:6][CH:7]=1.